Task: Predict the reactants needed to synthesize the given product.. Dataset: Full USPTO retrosynthesis dataset with 1.9M reactions from patents (1976-2016) (1) Given the product [CH3:13][S:14]([C:16]1[CH:25]=[CH:24][C:19]([C:20]2[C:1]([C:2]3[CH:7]=[CH:6][CH:5]=[CH:4][CH:3]=3)=[C:8]3[N:9]([CH:21]=2)[CH2:10][CH2:11][CH2:12]3)=[CH:18][CH:17]=1)=[O:15], predict the reactants needed to synthesize it. The reactants are: [CH2:1]([C:8]1[CH2:12][CH2:11][CH2:10][N:9]=1)[C:2]1[CH:7]=[CH:6][CH:5]=[CH:4][CH:3]=1.[CH3:13][S:14]([C:16]1[CH:25]=[CH:24][C:19]([C:20](=O)[CH2:21]Br)=[CH:18][CH:17]=1)=[O:15].C([O-])(O)=O.[Na+].BrC(Br)=O. (2) Given the product [Cl:1][C:2]1[CH:11]=[CH:10][C:9]([NH:12][S:13]([C:16]([F:19])([F:17])[F:18])(=[O:14])=[O:15])=[CH:8][C:3]=1[C:4]([OH:6])=[O:5], predict the reactants needed to synthesize it. The reactants are: [Cl:1][C:2]1[CH:11]=[CH:10][C:9]([NH:12][S:13]([C:16]([F:19])([F:18])[F:17])(=[O:15])=[O:14])=[CH:8][C:3]=1[C:4]([O:6]C)=[O:5].[OH-].[Na+].CO.O. (3) Given the product [SH:7][CH:8]1[CH2:9][CH2:10][N:11]([C:14]([O:16][C:17]([CH3:20])([CH3:19])[CH3:18])=[O:15])[CH2:12][CH2:13]1, predict the reactants needed to synthesize it. The reactants are: C[O-].[Na+].C([S:7][CH:8]1[CH2:13][CH2:12][N:11]([C:14]([O:16][C:17]([CH3:20])([CH3:19])[CH3:18])=[O:15])[CH2:10][CH2:9]1)(=O)C. (4) The reactants are: [Cl:1][C:2]1[CH:9]=[CH:8][C:5]([C:6]#[N:7])=[C:4]([O:10][C:11]2[CH:16]=[CH:15][C:14]([CH:17]=O)=[CH:13][C:12]=2[O:19][CH3:20])[CH:3]=1.CN.[C:23]([BH3-])#[N:24].[Na+].[C:27]([OH:34])(=[O:33])/[CH:28]=[CH:29]/[C:30]([OH:32])=[O:31]. Given the product [C:27]([OH:34])(=[O:33])/[CH:28]=[CH:29]/[C:30]([OH:32])=[O:31].[Cl:1][C:2]1[CH:9]=[CH:8][C:5]([C:6]#[N:7])=[C:4]([O:10][C:11]2[CH:16]=[CH:15][C:14]([CH2:17][NH:24][CH3:23])=[CH:13][C:12]=2[O:19][CH3:20])[CH:3]=1, predict the reactants needed to synthesize it. (5) Given the product [C:42]([C:39]1[CH:40]=[CH:41][C:36]([C:28]2[NH:29][C:30]3=[N:31][CH:32]=[CH:33][N:34]=[C:35]3[C:27]=2[CH2:1][CH2:2][C:3](=[O:4])[CH3:5])=[CH:37][CH:38]=1)([CH3:44])([CH3:43])[CH3:45], predict the reactants needed to synthesize it. The reactants are: [C:1](OC)(=O)[CH2:2][C:3]([CH3:5])=[O:4].[H-].[Na+].CCCCCCC.C(C([C:27]1[C:35]2[C:30](=[N:31][CH:32]=[CH:33][N:34]=2)[NH:29][C:28]=1[C:36]1[CH:41]=[CH:40][C:39]([C:42]([CH3:45])([CH3:44])[CH3:43])=[CH:38][CH:37]=1)(C)C(OC)=O)(=O)C. (6) Given the product [OH:1][C:2]1[CH:3]=[C:4]([CH:9]=[C:10]([O:12][CH:20]([CH3:22])[CH3:21])[CH:11]=1)[C:5]([O:7][CH3:8])=[O:6], predict the reactants needed to synthesize it. The reactants are: [OH:1][C:2]1[CH:3]=[C:4]([CH:9]=[C:10]([OH:12])[CH:11]=1)[C:5]([O:7][CH3:8])=[O:6].C(=O)([O-])[O-].[K+].[K+].I[CH:20]([CH3:22])[CH3:21].O. (7) The reactants are: [NH2:1][C:2]1[CH:15]=[CH:14][C:13]2[C:12](=[O:16])[C:11]3[C:6](=[CH:7][C:8]([NH2:17])=[CH:9][CH:10]=3)[C:5](=[O:18])[C:4]=2[CH:3]=1.N1[CH:24]=[CH:23][CH:22]=[CH:21][CH:20]=1.[CH:25]1([C:30](Cl)=[O:31])[CH2:29][CH2:28][CH2:27][CH2:26]1.CN(C)[CH:35]=[O:36]. Given the product [CH:15]1[C:2]([NH:1][C:30]([CH:25]2[CH2:29][CH2:28][CH2:27][CH2:26]2)=[O:31])=[CH:3][C:4]2[C:5]([C:6]3[CH:7]=[C:8]([NH:17][C:35]([CH:20]4[CH2:24][CH2:23][CH2:22][CH2:21]4)=[O:36])[CH:9]=[CH:10][C:11]=3[C:12](=[O:16])[C:13]=2[CH:14]=1)=[O:18], predict the reactants needed to synthesize it.